This data is from Peptide-MHC class I binding affinity with 185,985 pairs from IEDB/IMGT. The task is: Regression. Given a peptide amino acid sequence and an MHC pseudo amino acid sequence, predict their binding affinity value. This is MHC class I binding data. The peptide sequence is PSFRWTQSL. The MHC is H-2-Kb with pseudo-sequence H-2-Kb. The binding affinity (normalized) is 0.488.